From a dataset of Reaction yield outcomes from USPTO patents with 853,638 reactions. Predict the reaction yield, written as a fraction of the theoretical maximum amount of product (1.0 means a 100% yield; for example, 0.34 means a 34% yield). The reactants are [CH3:1][O:2][C:3]([C:5]1[CH:10]=[CH:9][CH:8]=[CH:7][C:6]=1[CH2:11][S:12][C:13]1[NH:14][C:15]2[C:21](CC(O)=O)=[CH:20][CH:19]=[CH:18][C:16]=2[N:17]=1)=[O:4].[NH2:26][C:27]1[CH:32]=[CH:31][CH:30]=[CH:29][CH:28]=1.CCN=C=NC[CH2:39][CH2:40]N(C)C.[OH2:44]. The catalyst is O1CCCC1. The product is [CH3:1][O:2][C:3](=[O:4])[C:5]1[CH:10]=[CH:9][CH:8]=[CH:7][C:6]=1[CH2:11][S:12][C:13]1[N:17]([CH2:39][C:40](=[O:44])[NH:26][C:27]2[CH:32]=[CH:31][CH:30]=[CH:29][CH:28]=2)[C:16]2[CH:18]=[CH:19][CH:20]=[CH:21][C:15]=2[N:14]=1. The yield is 0.640.